This data is from Full USPTO retrosynthesis dataset with 1.9M reactions from patents (1976-2016). The task is: Predict the reactants needed to synthesize the given product. (1) Given the product [Br:15][C:12]1[CH:13]=[N:14][C:9]([NH:8][C:6](=[O:7])[O:5][C:1]([CH3:3])([CH3:2])[CH3:4])=[N:10][CH:11]=1, predict the reactants needed to synthesize it. The reactants are: [C:1]([O:5][C:6]([N:8](C(OC(C)(C)C)=O)[C:9]1[N:14]=[CH:13][C:12]([Br:15])=[CH:11][N:10]=1)=[O:7])([CH3:4])([CH3:3])[CH3:2].[OH-].[Na+].C(O)(=O)C(O)=O. (2) Given the product [CH2:27]([NH:29][C:30]([NH:2][CH:3]1[CH2:8][CH2:7][CH:6]([N:9]2[C:21]3[C:20]4[N:19]=[C:18]([S:22][CH3:23])[N:17]=[CH:16][C:15]=4[CH:14]=[CH:13][C:12]=3[C:11]([C:24]([NH2:26])=[O:25])=[N:10]2)[CH2:5][CH2:4]1)=[O:31])[CH3:28], predict the reactants needed to synthesize it. The reactants are: Cl.[NH2:2][CH:3]1[CH2:8][CH2:7][CH:6]([N:9]2[C:21]3[C:20]4[N:19]=[C:18]([S:22][CH3:23])[N:17]=[CH:16][C:15]=4[CH:14]=[CH:13][C:12]=3[C:11]([C:24]([NH2:26])=[O:25])=[N:10]2)[CH2:5][CH2:4]1.[CH2:27]([N:29]=[C:30]=[O:31])[CH3:28].CCN(C(C)C)C(C)C.C([O-])(O)=O.[Na+]. (3) Given the product [CH3:1][O:2][N:3]([CH3:14])[C:4]([C@H:6]1[CH2:9][C@@H:8]([CH2:10][CH2:11][OH:12])[CH2:7]1)=[O:5], predict the reactants needed to synthesize it. The reactants are: [CH3:1][O:2][N:3]([CH3:14])[C:4]([C@@H:6]1[CH2:9][C@H:8]([CH2:10][C:11](O)=[O:12])[CH2:7]1)=[O:5].B. (4) Given the product [CH:24]1([CH2:27][NH:14][C:13]2[CH:15]=[CH:16][C:17]([S:19]([CH3:22])(=[O:21])=[O:20])=[CH:18][C:12]=2[C:11]2[C:7]3[C:8](=[C:3]([O:2][CH3:1])[N:4]=[CH:5][CH:6]=3)[N:9]([CH3:23])[CH:10]=2)[CH2:26][CH2:25]1, predict the reactants needed to synthesize it. The reactants are: [CH3:1][O:2][C:3]1[N:4]=[CH:5][CH:6]=[C:7]2[C:11]([C:12]3[CH:18]=[C:17]([S:19]([CH3:22])(=[O:21])=[O:20])[CH:16]=[CH:15][C:13]=3[NH2:14])=[CH:10][N:9]([CH3:23])[C:8]=12.[CH:24]1([CH:27]=O)[CH2:26][CH2:25]1.[Na].C(O)(=O)C. (5) Given the product [CH3:26][O:27][C:28]1[CH:33]=[C:32]([O:34][CH3:35])[N:31]=[C:30]([N:36]2[CH2:37][CH2:38][N:39]([CH2:12][CH2:13][CH2:14][C:15]3[C:23]4[C:18](=[CH:19][CH:20]=[C:21]([O:24][CH3:25])[CH:22]=4)[NH:17][CH:16]=3)[CH2:40][CH2:41]2)[N:29]=1, predict the reactants needed to synthesize it. The reactants are: CC1C=CC(S(O[CH2:12][CH2:13][CH2:14][C:15]2[C:23]3[C:18](=[CH:19][CH:20]=[C:21]([O:24][CH3:25])[CH:22]=3)[NH:17][CH:16]=2)(=O)=O)=CC=1.[CH3:26][O:27][C:28]1[CH:33]=[C:32]([O:34][CH3:35])[N:31]=[C:30]([N:36]2[CH2:41][CH2:40][NH:39][CH2:38][CH2:37]2)[N:29]=1.C(=O)([O-])[O-].[K+].[K+].[I-].[K+]. (6) Given the product [OH:26][C:20]1([C:16]2[CH:17]=[CH:18][CH:19]=[C:14]([O:13][CH3:12])[CH:15]=2)[CH2:25][CH2:24][CH2:23][N:22]([C:7]([C:6]2[CH:10]=[CH:11][C:3]([C:1]#[N:2])=[CH:4][CH:5]=2)=[O:8])[CH2:21]1, predict the reactants needed to synthesize it. The reactants are: [C:1]([C:3]1[CH:11]=[CH:10][C:6]([C:7](Cl)=[O:8])=[CH:5][CH:4]=1)#[N:2].[CH3:12][O:13][C:14]1[CH:15]=[C:16]([C:20]2([OH:26])[CH2:25][CH2:24][CH2:23][NH:22][CH2:21]2)[CH:17]=[CH:18][CH:19]=1. (7) Given the product [Cl:29][CH2:30][C:31]([NH:9][CH2:10][C:11]1[CH:19]=[CH:18][CH:17]=[C:16]2[C:12]=1[CH2:13][N:14]([CH:21]1[CH2:26][CH2:25][C:24](=[O:27])[NH:23][C:22]1=[O:28])[C:15]2=[O:20])=[O:32], predict the reactants needed to synthesize it. The reactants are: C(N(CC)CC)C.Cl.[NH2:9][CH2:10][C:11]1[CH:19]=[CH:18][CH:17]=[C:16]2[C:12]=1[CH2:13][N:14]([CH:21]1[CH2:26][CH2:25][C:24](=[O:27])[NH:23][C:22]1=[O:28])[C:15]2=[O:20].[Cl:29][CH2:30][C:31](Cl)=[O:32].